The task is: Predict which catalyst facilitates the given reaction.. This data is from Catalyst prediction with 721,799 reactions and 888 catalyst types from USPTO. Reactant: [O:1]1[C:5]2[C:6]([C:10]([CH3:19])([CH3:18])[CH2:11][C:12](=[O:17])C(F)(F)F)=[CH:7][CH:8]=[CH:9][C:4]=2[CH2:3][CH2:2]1.[OH-:20].[Na+].Cl. Product: [O:1]1[C:5]2[C:6]([C:10]([CH3:19])([CH3:18])[CH2:11][C:12]([OH:17])=[O:20])=[CH:7][CH:8]=[CH:9][C:4]=2[CH2:3][CH2:2]1. The catalyst class is: 13.